This data is from Full USPTO retrosynthesis dataset with 1.9M reactions from patents (1976-2016). The task is: Predict the reactants needed to synthesize the given product. (1) Given the product [ClH:45].[CH2:39]([O:38][CH2:37][CH2:36][N:35]1[C:34]2[CH:41]=[CH:42][CH:43]=[CH:44][C:33]=2[N:32]=[C:31]1[N:27]1[CH2:28][CH2:29][CH2:30][N:24]([CH2:23][CH2:22][C:13]2([C:16]3[CH:21]=[CH:20][CH:19]=[CH:18][CH:17]=3)[CH2:14][CH2:15][NH:11][CH2:12]2)[CH2:25][CH2:26]1)[CH3:40], predict the reactants needed to synthesize it. The reactants are: C([N:11]1[CH2:15][CH2:14][C:13]([CH2:22][CH2:23][N:24]2[CH2:30][CH2:29][CH2:28][N:27]([C:31]3[N:35]([CH2:36][CH2:37][O:38][CH2:39][CH3:40])[C:34]4[CH:41]=[CH:42][CH:43]=[CH:44][C:33]=4[N:32]=3)[CH2:26][CH2:25]2)([C:16]2[CH:21]=[CH:20][CH:19]=[CH:18][CH:17]=2)[CH2:12]1)(OCC1C=CC=CC=1)=O.[Cl:45]CCl.Cl.O1CCOCC1. (2) The reactants are: [CH3:1][C:2](=[O:16])[CH2:3][CH2:4][CH2:5][CH2:6][CH2:7][CH2:8][CH2:9][CH2:10][CH2:11][CH2:12][CH2:13][CH2:14][CH3:15].C(OCC)C.[BH4-].[Na+]. Given the product [CH3:1][CH:2]([OH:16])[CH2:3][CH2:4][CH2:5][CH2:6][CH2:7][CH2:8][CH2:9][CH2:10][CH2:11][CH2:12][CH2:13][CH2:14][CH3:15], predict the reactants needed to synthesize it.